This data is from Reaction yield outcomes from USPTO patents with 853,638 reactions. The task is: Predict the reaction yield, written as a fraction of the theoretical maximum amount of product (1.0 means a 100% yield; for example, 0.34 means a 34% yield). (1) The reactants are [Br:1][C:2]1[CH:3]=[N:4][CH:5]=[C:6]([Br:10])[C:7]=1[CH:8]=O.O.[NH2:12][NH2:13]. No catalyst specified. The product is [Br:1][C:2]1[CH:3]=[N:4][CH:5]=[C:6]([Br:10])[C:7]=1/[CH:8]=[N:12]/[NH2:13]. The yield is 0.500. (2) The catalyst is CN(C=O)C. The product is [OH:18][C@@H:13]1[CH2:14][CH2:15][CH2:16][CH2:17][C@H:12]1[NH:11][C:8]1[S:9][C:10]2[C:2]([CH3:20])=[C:3]([OH:19])[CH:4]=[CH:5][C:6]=2[N:7]=1. The yield is 0.170. The reactants are Br[C:2]1[C:10]2[S:9][C:8]([NH:11][C@@H:12]3[CH2:17][CH2:16][CH2:15][CH2:14][C@H:13]3[OH:18])=[N:7][C:6]=2[CH:5]=[CH:4][C:3]=1[OH:19].[C:20]([O-])([O-])=O.[Na+].[Na+].